Task: Regression. Given a peptide amino acid sequence and an MHC pseudo amino acid sequence, predict their binding affinity value. This is MHC class II binding data.. Dataset: Peptide-MHC class II binding affinity with 134,281 pairs from IEDB (1) The peptide sequence is KGNFQRLAITKGKVD. The MHC is HLA-DQA10401-DQB10402 with pseudo-sequence HLA-DQA10401-DQB10402. The binding affinity (normalized) is 0.0699. (2) The peptide sequence is RYLEFEALGFLNEDH. The MHC is HLA-DQA10102-DQB10501 with pseudo-sequence HLA-DQA10102-DQB10501. The binding affinity (normalized) is 0.